From a dataset of Peptide-MHC class II binding affinity with 134,281 pairs from IEDB. Regression. Given a peptide amino acid sequence and an MHC pseudo amino acid sequence, predict their binding affinity value. This is MHC class II binding data. (1) The binding affinity (normalized) is 0.358. The peptide sequence is CMTVQGGETMNSVIQ. The MHC is H-2-IAb with pseudo-sequence H-2-IAb. (2) The peptide sequence is FLTTEAVVADKPEKEKASVP. The MHC is DRB1_0301 with pseudo-sequence DRB1_0301. The binding affinity (normalized) is 0.395. (3) The peptide sequence is HYLALLVKYAAGDGN. The MHC is HLA-DPA10103-DPB10401 with pseudo-sequence HLA-DPA10103-DPB10401. The binding affinity (normalized) is 0. (4) The peptide sequence is AAYSDQATLLLHSPR. The MHC is DRB1_0101 with pseudo-sequence DRB1_0101. The binding affinity (normalized) is 0.0722. (5) The peptide sequence is NYPIVQNLQGQMVHQAISPR. The MHC is DRB1_1302 with pseudo-sequence DRB1_1302. The binding affinity (normalized) is 0.367. (6) The MHC is HLA-DPA10201-DPB10101 with pseudo-sequence HLA-DPA10201-DPB10101. The binding affinity (normalized) is 0.316. The peptide sequence is NMESASTEYTPIG.